Dataset: Peptide-MHC class I binding affinity with 185,985 pairs from IEDB/IMGT. Task: Regression. Given a peptide amino acid sequence and an MHC pseudo amino acid sequence, predict their binding affinity value. This is MHC class I binding data. The peptide sequence is SLIKYKKTLL. The MHC is HLA-A02:03 with pseudo-sequence HLA-A02:03. The binding affinity (normalized) is 0.420.